The task is: Predict which catalyst facilitates the given reaction.. This data is from Catalyst prediction with 721,799 reactions and 888 catalyst types from USPTO. (1) Reactant: [CH2:1]([N:8]1[C:16]2[C:15](=[O:17])[NH:14][C:13](=[O:18])[N:12]([CH3:19])[C:11]=2[N:10]=[CH:9]1)[C:2]1[CH:7]=[CH:6][CH:5]=[CH:4][CH:3]=1.[H-].[Na+].[C:22]([O:25][C@H:26]([CH3:32])[CH2:27][CH2:28][CH2:29][CH2:30]Cl)(=[O:24])[CH3:23]. Product: [C:22]([O:25][C@H:26]([CH3:32])[CH2:27][CH2:28][CH2:29][CH2:30][N:14]1[C:15](=[O:17])[C:16]2[N:8]([CH2:1][C:2]3[CH:7]=[CH:6][CH:5]=[CH:4][CH:3]=3)[CH:9]=[N:10][C:11]=2[N:12]([CH3:19])[C:13]1=[O:18])(=[O:24])[CH3:23]. The catalyst class is: 16. (2) Reactant: Cl[C:2]1[N:7]=[C:6]([Cl:8])[CH:5]=[C:4]([N:9]2[CH2:14][CH2:13][CH2:12][CH2:11][CH2:10]2)[N:3]=1.[F:15][C:16]([F:30])([F:29])[C:17]1[C:18]([N:23]2[CH2:28][CH2:27][NH:26][CH2:25][CH2:24]2)=[N:19][CH:20]=[CH:21][CH:22]=1. Product: [Cl:8][C:6]1[CH:5]=[C:4]([N:9]2[CH2:14][CH2:13][CH2:12][CH2:11][CH2:10]2)[N:3]=[C:2]([N:26]2[CH2:27][CH2:28][N:23]([C:18]3[C:17]([C:16]([F:30])([F:15])[F:29])=[CH:22][CH:21]=[CH:20][N:19]=3)[CH2:24][CH2:25]2)[N:7]=1. The catalyst class is: 159. (3) Reactant: [CH:1]1([C:4](Cl)=[O:5])[CH2:3][CH2:2]1.Cl.[NH2:8][CH2:9][C:10]1[CH:15]=[CH:14][C:13]([C:16]([N:18]2[CH2:27][C:26]3[CH:25]=[N:24][N:23]([CH3:28])[C:22]=3[NH:21][C:20]3[CH:29]=[C:30]([Cl:33])[CH:31]=[CH:32][C:19]2=3)=[O:17])=[CH:12][C:11]=1[F:34].C1C(N=NC2C(=O)N(C3C=CC(S([O-])(=O)=O)=CC=3)N=C2C([O-])=O)=CC=C(S([O-])(=O)=O)C=1.[Na+].[Na+].[Na+].CCN(C(C)C)C(C)C. Product: [Cl:33][C:30]1[CH:31]=[CH:32][C:19]2[N:18]([C:16]([C:13]3[CH:14]=[CH:15][C:10]([CH2:9][NH:8][C:4]([CH:1]4[CH2:3][CH2:2]4)=[O:5])=[C:11]([F:34])[CH:12]=3)=[O:17])[CH2:27][C:26]3[CH:25]=[N:24][N:23]([CH3:28])[C:22]=3[NH:21][C:20]=2[CH:29]=1. The catalyst class is: 4.